This data is from Full USPTO retrosynthesis dataset with 1.9M reactions from patents (1976-2016). The task is: Predict the reactants needed to synthesize the given product. (1) Given the product [C:14]([C:7]1[C:6]([OH:16])=[C:5]([OH:4])[CH:10]=[C:9]([C:11]#[N:12])[C:8]=1[C:33]1[CH:32]=[CH:31][CH:30]=[C:29]([C:27]([NH:26][CH:20]2[CH2:21][CH2:22][CH2:23][CH2:24][CH2:25]2)=[O:28])[CH:34]=1)#[N:15], predict the reactants needed to synthesize it. The reactants are: C([O:4][C:5]1[CH:10]=[C:9]([C:11]#[N:12])[C:8](Br)=[C:7]([C:14]#[N:15])[C:6]=1[O:16]C(=O)C)(=O)C.[CH:20]1([NH:26][C:27]([C:29]2[CH:30]=[C:31](B(O)O)[CH:32]=[CH:33][CH:34]=2)=[O:28])[CH2:25][CH2:24][CH2:23][CH2:22][CH2:21]1. (2) Given the product [NH2:6][C:7]1[C:17]([C:5]#[C:4][CH:1]2[CH2:3][CH2:2]2)=[CH:16][C:10]([C:11]([O:13][CH2:14][CH3:15])=[O:12])=[CH:9][N:8]=1, predict the reactants needed to synthesize it. The reactants are: [CH:1]1([C:4]#[CH:5])[CH2:3][CH2:2]1.[NH2:6][C:7]1[C:17](Br)=[CH:16][C:10]([C:11]([O:13][CH2:14][CH3:15])=[O:12])=[CH:9][N:8]=1. (3) The reactants are: [Cl:1][C:2]1[CH:7]=[CH:6][CH:5]=[CH:4][C:3]=1I.[CH3:9][O:10][C:11](=[O:36])[C:12]1[CH:17]=[CH:16][CH:15]=[C:14]([CH2:18][N:19]([C:30]2[CH:35]=[CH:34][CH:33]=[CH:32][CH:31]=2)[C:20](=[O:29])[C:21]#[C:22][C:23]2[CH:28]=[CH:27][CH:26]=[CH:25][CH:24]=2)[CH:13]=1. Given the product [CH3:9][O:10][C:11](=[O:36])[C:12]1[CH:17]=[CH:16][CH:15]=[C:14]([CH2:18][N:19]2[C:30]3[C:35](=[CH:34][CH:33]=[CH:32][CH:31]=3)/[C:21](=[C:22](\[C:3]3[CH:4]=[CH:5][CH:6]=[CH:7][C:2]=3[Cl:1])/[C:23]3[CH:24]=[CH:25][CH:26]=[CH:27][CH:28]=3)/[C:20]2=[O:29])[CH:13]=1, predict the reactants needed to synthesize it. (4) Given the product [NH2:8][C:9]1[CH:10]=[C:11]([CH2:16][CH:17]([CH:25]2[CH2:26][CH2:27][CH2:28]2)[C:18]([O:20][C:21]([CH3:24])([CH3:23])[CH3:22])=[O:19])[CH:12]=[CH:13][C:14]=1[Cl:15], predict the reactants needed to synthesize it. The reactants are: C([NH:8][C:9]1[CH:10]=[C:11]([CH2:16][CH:17]([CH:25]2[CH2:28][CH2:27][CH2:26]2)[C:18]([O:20][C:21]([CH3:24])([CH3:23])[CH3:22])=[O:19])[CH:12]=[CH:13][C:14]=1[Cl:15])C1C=CC=CC=1. (5) The reactants are: [CH2:1]([C@@H:8]([CH2:12][CH2:13][C@H:14]([CH2:34][C:35]1[CH:40]=[CH:39][CH:38]=[CH:37][CH:36]=1)[C:15]([NH:17][C@H:18]1[CH2:24][CH2:23][CH2:22][CH2:21][N:20]([C:25]2[CH:30]=[CH:29][CH:28]=[CH:27][C:26]=2OC)[C:19]1=[O:33])=[O:16])[C:9]([OH:11])=[O:10])[C:2]1[CH:7]=[CH:6][CH:5]=[CH:4][CH:3]=1.N[C@H:42]1CCCCN(C2C=CC=CC=2C)C1=O. Given the product [CH2:1]([C@@H:8]([CH2:12][CH2:13][C@H:14]([CH2:34][C:35]1[CH:36]=[CH:37][CH:38]=[CH:39][CH:40]=1)[C:15](=[O:16])[NH:17][C@H:18]1[CH2:24][CH2:23][CH2:22][CH2:21][N:20]([C:25]2[CH:30]=[CH:29][CH:28]=[CH:27][C:26]=2[CH3:42])[C:19]1=[O:33])[C:9]([OH:11])=[O:10])[C:2]1[CH:7]=[CH:6][CH:5]=[CH:4][CH:3]=1, predict the reactants needed to synthesize it.